This data is from Forward reaction prediction with 1.9M reactions from USPTO patents (1976-2016). The task is: Predict the product of the given reaction. (1) Given the reactants [NH2:1][C:2](=[O:40])[C:3]([CH3:39])([CH3:38])[CH2:4][NH:5][C:6]([C@H:8]([CH:35]([CH3:37])[CH3:36])[CH2:9][C@@H:10]1[O:14][CH2:13][NH:12][C@H:11]1[CH2:15][C@H:16]([CH2:20][C:21]1[CH:26]=[CH:25][C:24]([O:27][CH3:28])=[C:23]([O:29][CH2:30][CH2:31][CH2:32][O:33][CH3:34])[CH:22]=1)[CH:17]([CH3:19])[CH3:18])=[O:7].[CH2:41]([O:43][C:44](Cl)=[O:45])[CH3:42], predict the reaction product. The product is: [NH2:1][C:2](=[O:40])[C:3]([CH3:38])([CH3:39])[CH2:4][NH:5][C:6]([C@H:8]([CH:35]([CH3:36])[CH3:37])[CH2:9][C@@H:10]1[O:14][CH2:13][N:12]([C:44]([O:43][CH2:41][CH3:42])=[O:45])[C@H:11]1[CH2:15][C@H:16]([CH2:20][C:21]1[CH:26]=[CH:25][C:24]([O:27][CH3:28])=[C:23]([O:29][CH2:30][CH2:31][CH2:32][O:33][CH3:34])[CH:22]=1)[CH:17]([CH3:19])[CH3:18])=[O:7]. (2) Given the reactants C(OC(C1C=C([C:12]2[CH:17]=[CH:16][C:15]([CH2:18][S:19][CH2:20][CH2:21][O:22][C:23]3[CH:28]=[CH:27][CH:26]=[CH:25][CH:24]=3)=[CH:14][CH:13]=2)C=CC=1)=O)C.[CH2:29]([O:31][C:32]([C:34]1[CH:39]=[CH:38][C:37](C2C=CC=C(CSCCO)C=2)=[CH:36][CH:35]=1)=[O:33])[CH3:30].C1(O)C=CC=CC=1.C1(P(C2C=CC=CC=2)C2C=CC=CC=2)C=CC=CC=1, predict the reaction product. The product is: [CH2:29]([O:31][C:32]([C:34]1[CH:39]=[CH:38][C:37]([C:13]2[CH:12]=[CH:17][CH:16]=[C:15]([CH2:18][S:19][CH2:20][CH2:21][O:22][C:23]3[CH:24]=[CH:25][CH:26]=[CH:27][CH:28]=3)[CH:14]=2)=[CH:36][CH:35]=1)=[O:33])[CH3:30]. (3) Given the reactants [NH:1]([C:3]1[CH:11]=[CH:10][C:6]([C:7]([OH:9])=[O:8])=[CH:5][CH:4]=1)[NH2:2].[CH2:12](O)[CH3:13], predict the reaction product. The product is: [NH:1]([C:3]1[CH:4]=[CH:5][C:6]([C:7]([O:9][CH2:12][CH3:13])=[O:8])=[CH:10][CH:11]=1)[NH2:2]. (4) Given the reactants [CH:1]1([CH2:4][N:5]2[C:10](=[O:11])[C:9]([CH2:12][O:13][S:14]([CH3:17])(=[O:16])=[O:15])=[CH:8]C(C3C=CC(SC)=CC=3)=[N:6]2)[CH2:3][CH2:2]1.Cl[C:27]1[CH:32]=[CH:31][CH:30]=[C:29]([C:33](OO)=O)[CH:28]=1.[S:37]([O-:40])(O)=[O:38].[Na+].[CH2:42](Cl)Cl, predict the reaction product. The product is: [CH:1]1([CH2:4][N:5]2[C:10](=[O:11])[C:9]([CH2:12][O:13][S:14]([CH3:17])(=[O:15])=[O:16])=[CH:8][C:33]([C:29]3[CH:28]=[CH:27][C:32]([S:37]([CH3:42])(=[O:40])=[O:38])=[CH:31][CH:30]=3)=[N:6]2)[CH2:2][CH2:3]1. (5) Given the reactants Cl.[NH:2]([C:4]1[CH:17]=[CH:16][C:7]([C:8]([NH:10][CH2:11][CH2:12][CH2:13][O:14][CH3:15])=[O:9])=[CH:6][N:5]=1)[NH2:3].C([O:20][CH:21]=[C:22]([C:28](OCC)=O)[C:23]([O:25][CH2:26][CH3:27])=[O:24])C.C(=O)([O-])[O-].[K+:37].[K+], predict the reaction product. The product is: [CH2:26]([O:25][C:23]([C:22]1[CH:28]=[N:3][N:2]([C:4]2[CH:17]=[CH:16][C:7]([C:8](=[O:9])[NH:10][CH2:11][CH2:12][CH2:13][O:14][CH3:15])=[CH:6][N:5]=2)[C:21]=1[O-:20])=[O:24])[CH3:27].[K+:37].